Dataset: Forward reaction prediction with 1.9M reactions from USPTO patents (1976-2016). Task: Predict the product of the given reaction. (1) Given the reactants [Cl:1][C:2]1[NH:10][C:9]2[C:8](=[O:11])[N:7]([CH2:12][CH2:13][CH2:14][CH2:15][C:16]([OH:18])=[O:17])[C:6](=[O:19])[N:5]([CH2:20][CH2:21][CH2:22][CH2:23][CH3:24])[C:4]=2[N:3]=1.C1N=CN(C(N2C=NC=C2)=O)C=1.[CH2:37](O)[C:38]1[CH:43]=[CH:42][CH:41]=[CH:40][CH:39]=1, predict the reaction product. The product is: [Cl:1][C:2]1[NH:10][C:9]2[C:8](=[O:11])[N:7]([CH2:12][CH2:13][CH2:14][CH2:15][C:16]([O:18][CH2:37][C:38]3[CH:43]=[CH:42][CH:41]=[CH:40][CH:39]=3)=[O:17])[C:6](=[O:19])[N:5]([CH2:20][CH2:21][CH2:22][CH2:23][CH3:24])[C:4]=2[N:3]=1. (2) Given the reactants [CH3:1][N:2]1[C:8]2[CH:9]=[CH:10][CH:11]=[CH:12][C:7]=2[C:6]([C:13]2[CH:18]=[CH:17][CH:16]=[CH:15][CH:14]=2)=[N:5][CH:4]([NH:19][C:20]([C@H:22]([CH2:30][CH:31]([CH3:33])[CH3:32])[C@H:23]([CH2:27][CH:28]=[CH2:29])[C:24](O)=[O:25])=[O:21])[C:3]1=[O:34].ClC(OCC(C)C)=O.[BH4-].[Na+], predict the reaction product. The product is: [OH:25][CH2:24][C@@H:23]([CH2:27][CH2:28][CH3:29])[C@@H:22]([CH2:30][CH:31]([CH3:32])[CH3:33])[C:20]([NH:19][CH:4]1[N:5]=[C:6]([C:13]2[CH:14]=[CH:15][CH:16]=[CH:17][CH:18]=2)[C:7]2[CH:12]=[CH:11][CH:10]=[CH:9][C:8]=2[N:2]([CH3:1])[C:3]1=[O:34])=[O:21]. (3) Given the reactants [Cl:1][C:2]1[CH:3]=[C:4]([NH:8][C:9]2[CH:14]=[CH:13][N:12]3[N:15]=[CH:16][C:17]([CH:18]=O)=[C:11]3[N:10]=2)[CH:5]=[CH:6][CH:7]=1.[CH3:20][C:21]1[CH2:25][C:24](=[O:26])[NH:23][N:22]=1.N1CCCCC1, predict the reaction product. The product is: [Cl:1][C:2]1[CH:3]=[C:4]([NH:8][C:9]2[CH:14]=[CH:13][N:12]3[N:15]=[CH:16][C:17]([CH:18]=[C:25]4[C:24](=[O:26])[NH:23][N:22]=[C:21]4[CH3:20])=[C:11]3[N:10]=2)[CH:5]=[CH:6][CH:7]=1. (4) The product is: [C:13]([S:15][CH2:12][CH:8]([CH2:1][C:2]1[CH:7]=[CH:6][CH:5]=[CH:4][CH:3]=1)[C:9]([OH:11])=[O:10])(=[O:16])[CH3:14]. Given the reactants [CH2:1]([C:8](=[CH2:12])[C:9]([OH:11])=[O:10])[C:2]1[CH:7]=[CH:6][CH:5]=[CH:4][CH:3]=1.[C:13]([OH:16])(=[S:15])[CH3:14], predict the reaction product. (5) Given the reactants [Br:1][C:2]1[CH:3]=[C:4]([NH2:17])[C:5]2[C:9]([CH:10]=1)=[N:8][N:7]([CH:11]1[CH2:16][CH2:15][CH2:14][CH2:13][O:12]1)[CH:6]=2.CCN(C(C)C)C(C)C.[CH3:27][CH:28]([N:30]1[C:34]([C:35](Cl)=[O:36])=[CH:33][CH:32]=[N:31]1)[CH3:29].O, predict the reaction product. The product is: [Br:1][C:2]1[CH:3]=[C:4]([NH:17][C:35]([C:34]2[N:30]([CH:28]([CH3:29])[CH3:27])[N:31]=[CH:32][CH:33]=2)=[O:36])[C:5]2[C:9]([CH:10]=1)=[N:8][N:7]([CH:11]1[CH2:16][CH2:15][CH2:14][CH2:13][O:12]1)[CH:6]=2.